This data is from Forward reaction prediction with 1.9M reactions from USPTO patents (1976-2016). The task is: Predict the product of the given reaction. (1) Given the reactants [OH:1][C:2]1[CH:3]=[C:4]2[C:9](=[CH:10][CH:11]=1)[CH:8]=[C:7]([C@:12]1([CH3:18])[CH2:16][O:15][C:14](=[O:17])[NH:13]1)[CH:6]=[CH:5]2.[C@@H:19]12[CH2:25][C@@H:22]([CH2:23][CH2:24]1)[CH2:21][CH:20]2O.C1(P(C2C=CC=CC=2)C2C=CC=CC=2)C=CC=CC=1.N(C(OC(C)C)=O)=NC(OC(C)C)=O, predict the reaction product. The product is: [C@@H:19]12[CH2:25][C@@H:22]([CH2:23][CH2:24]1)[CH2:21][CH:20]2[O:1][C:2]1[CH:3]=[C:4]2[C:9](=[CH:10][CH:11]=1)[CH:8]=[C:7]([C@:12]1([CH3:18])[CH2:16][O:15][C:14](=[O:17])[NH:13]1)[CH:6]=[CH:5]2. (2) Given the reactants [F:1][C:2]1[CH:3]=[C:4]([CH:9](O)[CH2:10][CH2:11][CH2:12][C:13]2[CH:18]=[CH:17][C:16]([O:19][CH3:20])=[CH:15][CH:14]=2)[CH:5]=[CH:6][C:7]=1[F:8].C1C=CC(P(C2C=CC=CC=2)C2C=CC=CC=2)=CC=1.[C:41]1(=[O:51])[NH:45][C:44](=[O:46])[C:43]2=[CH:47][CH:48]=[CH:49][CH:50]=[C:42]12.CCOC(/N=N/C(OCC)=O)=O, predict the reaction product. The product is: [F:1][C:2]1[CH:3]=[C:4]([CH:9]([N:45]2[C:41](=[O:51])[C:42]3[C:43](=[CH:47][CH:48]=[CH:49][CH:50]=3)[C:44]2=[O:46])[CH2:10][CH2:11][CH2:12][C:13]2[CH:18]=[CH:17][C:16]([O:19][CH3:20])=[CH:15][CH:14]=2)[CH:5]=[CH:6][C:7]=1[F:8]. (3) Given the reactants Br[C:2]1[C:10]2[C:5](=[CH:6][C:7]([N+:11]([O-:13])=[O:12])=[CH:8][CH:9]=2)[NH:4][CH:3]=1.[C:14]1(B(O)O)[CH:19]=[CH:18][CH:17]=[CH:16][CH:15]=1.C(=O)([O-])[O-].[Na+].[Na+].COCCOC, predict the reaction product. The product is: [N+:11]([C:7]1[CH:6]=[C:5]2[C:10]([C:2]([C:14]3[CH:19]=[CH:18][CH:17]=[CH:16][CH:15]=3)=[CH:3][NH:4]2)=[CH:9][CH:8]=1)([O-:13])=[O:12]. (4) Given the reactants C(O[C:4]([C:6]1[N:7]=[C:8]([C:15]2[CH:20]=[CH:19][CH:18]=[CH:17][C:16]=2[O:21][CH3:22])[N:9]([CH3:14])[C:10](=[O:13])[C:11]=1[OH:12])=[O:5])C.[F:23][C:24]1[CH:31]=[CH:30][C:27]([CH2:28][NH2:29])=[CH:26][CH:25]=1, predict the reaction product. The product is: [F:23][C:24]1[CH:31]=[CH:30][C:27]([CH2:28][NH:29][C:4]([C:6]2[N:7]=[C:8]([C:15]3[CH:20]=[CH:19][CH:18]=[CH:17][C:16]=3[O:21][CH3:22])[N:9]([CH3:14])[C:10](=[O:13])[C:11]=2[OH:12])=[O:5])=[CH:26][CH:25]=1. (5) Given the reactants [Br:1][C:2]1[C:11]2[C:6](=[C:7]([CH2:12]Br)[CH:8]=[CH:9][CH:10]=2)[C:5]([CH2:14]Br)=[CH:4][CH:3]=1.[BH4-].[Na+].O, predict the reaction product. The product is: [Br:1][C:2]1[C:11]2[C:6](=[C:7]([CH3:12])[CH:8]=[CH:9][CH:10]=2)[C:5]([CH3:14])=[CH:4][CH:3]=1. (6) Given the reactants [F:1][C:2]1[CH:7]=[CH:6][C:5]([O:8][C:9]2[CH:14]=[CH:13][C:12](I)=[CH:11][CH:10]=2)=[CH:4][CH:3]=1.C(Cl)Cl.C([O-])(=O)C.[K+].[CH3:24][C:25]1([CH3:41])[C:29]([CH3:31])([CH3:30])[O:28][B:27]([B:27]2[O:28][C:29]([CH3:31])([CH3:30])[C:25]([CH3:41])([CH3:24])[O:26]2)[O:26]1, predict the reaction product. The product is: [F:1][C:2]1[CH:7]=[CH:6][C:5]([O:8][C:9]2[CH:14]=[CH:13][C:12]([B:27]3[O:28][C:29]([CH3:31])([CH3:30])[C:25]([CH3:41])([CH3:24])[O:26]3)=[CH:11][CH:10]=2)=[CH:4][CH:3]=1. (7) Given the reactants [NH:1]1[CH2:6][CH2:5][CH:4]([N:7]2[CH:11]=[C:10]([C:12]3[CH:13]=[C:14]([C:19]4[S:20][C:21]5[CH:27]=[CH:26][CH:25]=[C:24](C(F)(F)F)[C:22]=5[N:23]=4)[C:15]([NH2:18])=[N:16][CH:17]=3)[CH:9]=[N:8]2)[CH2:3][CH2:2]1.Cl[C:33]1SC2C=C(C#N)C=CC=2[N:37]=1, predict the reaction product. The product is: [NH2:18][C:15]1[C:14]([C:19]2[S:20][C:21]3[CH:27]=[C:26]([C:33]#[N:37])[CH:25]=[CH:24][C:22]=3[N:23]=2)=[CH:13][C:12]([C:10]2[CH:9]=[N:8][N:7]([CH:4]3[CH2:3][CH2:2][NH:1][CH2:6][CH2:5]3)[CH:11]=2)=[CH:17][N:16]=1. (8) Given the reactants [C:1]1([PH:7][C:8]2[CH:13]=[CH:12][CH:11]=[CH:10][CH:9]=2)[CH:6]=[CH:5][CH:4]=[CH:3][CH:2]=1.[C:14]([O:18]C)(=[O:17])[CH:15]=[CH2:16].[OH-].[K+].Cl, predict the reaction product. The product is: [C:8]1([P:7]([C:1]2[CH:2]=[CH:3][CH:4]=[CH:5][CH:6]=2)[CH2:16][CH2:15][C:14]([OH:18])=[O:17])[CH:9]=[CH:10][CH:11]=[CH:12][CH:13]=1. (9) Given the reactants Cl[C:2]1[N:10]=[C:9]2[C:5]([N:6]=[C:7]([CH2:12][N:13]3[CH2:18][CH2:17][CH:16]([C:19]([OH:22])([CH3:21])[CH3:20])[CH2:15][CH2:14]3)[N:8]2[CH3:11])=[C:4]([N:23]2[CH2:28][CH2:27][O:26][CH2:25][CH2:24]2)[N:3]=1.[F:29][C:30]1([C:33]2[NH:37][C:36]3[CH:38]=[CH:39][CH:40]=[CH:41][C:35]=3[N:34]=2)[CH2:32][CH2:31]1, predict the reaction product. The product is: [F:29][C:30]1([C:33]2[N:34]([C:2]3[N:10]=[C:9]4[C:5]([N:6]=[C:7]([CH2:12][N:13]5[CH2:18][CH2:17][CH:16]([C:19]([OH:22])([CH3:20])[CH3:21])[CH2:15][CH2:14]5)[N:8]4[CH3:11])=[C:4]([N:23]4[CH2:28][CH2:27][O:26][CH2:25][CH2:24]4)[N:3]=3)[C:35]3[CH:41]=[CH:40][CH:39]=[CH:38][C:36]=3[N:37]=2)[CH2:31][CH2:32]1.